Dataset: NCI-60 drug combinations with 297,098 pairs across 59 cell lines. Task: Regression. Given two drug SMILES strings and cell line genomic features, predict the synergy score measuring deviation from expected non-interaction effect. (1) Drug 1: CC(CN1CC(=O)NC(=O)C1)N2CC(=O)NC(=O)C2. Drug 2: CC1C(C(CC(O1)OC2CC(CC3=C2C(=C4C(=C3O)C(=O)C5=CC=CC=C5C4=O)O)(C(=O)C)O)N)O. Cell line: NCI-H460. Synergy scores: CSS=49.5, Synergy_ZIP=-7.76, Synergy_Bliss=-11.5, Synergy_Loewe=-6.85, Synergy_HSA=-5.40. (2) Drug 2: CC1=C(C=C(C=C1)C(=O)NC2=CC(=CC(=C2)C(F)(F)F)N3C=C(N=C3)C)NC4=NC=CC(=N4)C5=CN=CC=C5. Synergy scores: CSS=8.95, Synergy_ZIP=0.911, Synergy_Bliss=-0.713, Synergy_Loewe=-25.9, Synergy_HSA=-0.370. Cell line: IGROV1. Drug 1: CC1C(C(CC(O1)OC2CC(OC(C2O)C)OC3=CC4=CC5=C(C(=O)C(C(C5)C(C(=O)C(C(C)O)O)OC)OC6CC(C(C(O6)C)O)OC7CC(C(C(O7)C)O)OC8CC(C(C(O8)C)O)(C)O)C(=C4C(=C3C)O)O)O)O. (3) Drug 1: C1=NC2=C(N1)C(=S)N=C(N2)N. Drug 2: CC1=C(C=C(C=C1)NC(=O)C2=CC=C(C=C2)CN3CCN(CC3)C)NC4=NC=CC(=N4)C5=CN=CC=C5. Cell line: NCI-H322M. Synergy scores: CSS=40.3, Synergy_ZIP=-0.250, Synergy_Bliss=1.63, Synergy_Loewe=-4.51, Synergy_HSA=2.50. (4) Synergy scores: CSS=38.6, Synergy_ZIP=-5.43, Synergy_Bliss=-1.82, Synergy_Loewe=-18.2, Synergy_HSA=-0.988. Drug 1: C(=O)(N)NO. Drug 2: C1=NC2=C(N=C(N=C2N1C3C(C(C(O3)CO)O)F)Cl)N. Cell line: CCRF-CEM. (5) Synergy scores: CSS=17.0, Synergy_ZIP=-4.41, Synergy_Bliss=-5.45, Synergy_Loewe=-14.5, Synergy_HSA=-6.14. Drug 2: CC(C)(C#N)C1=CC(=CC(=C1)CN2C=NC=N2)C(C)(C)C#N. Drug 1: CC1=C(C(=CC=C1)Cl)NC(=O)C2=CN=C(S2)NC3=CC(=NC(=N3)C)N4CCN(CC4)CCO. Cell line: CAKI-1. (6) Drug 1: C1CC(=O)NC(=O)C1N2CC3=C(C2=O)C=CC=C3N. Drug 2: CC(C)(C#N)C1=CC(=CC(=C1)CN2C=NC=N2)C(C)(C)C#N. Cell line: UACC62. Synergy scores: CSS=0.236, Synergy_ZIP=-1.34, Synergy_Bliss=-1.71, Synergy_Loewe=-1.05, Synergy_HSA=-1.04.